Dataset: CYP2C9 inhibition data for predicting drug metabolism from PubChem BioAssay. Task: Regression/Classification. Given a drug SMILES string, predict its absorption, distribution, metabolism, or excretion properties. Task type varies by dataset: regression for continuous measurements (e.g., permeability, clearance, half-life) or binary classification for categorical outcomes (e.g., BBB penetration, CYP inhibition). Dataset: cyp2c9_veith. (1) The drug is C[N+]1([C@H](CO)Cc2c[nH]c3ccccc23)Cc2ccccc2C1.O=S(=O)(O)c1ccccc1. The result is 0 (non-inhibitor). (2) The compound is O=C(c1cnccn1)N1CCC2(CC1)CN(c1ccccn1)C2. The result is 0 (non-inhibitor).